Dataset: Reaction yield outcomes from USPTO patents with 853,638 reactions. Task: Predict the reaction yield, written as a fraction of the theoretical maximum amount of product (1.0 means a 100% yield; for example, 0.34 means a 34% yield). (1) The reactants are [NH2:1][C:2]1[CH:29]=[CH:28][C:5]([O:6][C:7]2[C:16]3[C:11](=[CH:12][C:13]([O:19][CH2:20][CH:21]4[CH2:26][CH2:25][CH2:24][N:23]([CH3:27])[CH2:22]4)=[C:14]([C:17]#[N:18])[CH:15]=3)[N:10]=[CH:9][CH:8]=2)=[CH:4][C:3]=1[Cl:30].[N:31]1[CH:36]=C[CH:34]=[CH:33][CH:32]=1.ClC(OC1C=CC=CC=1)=[O:39].C1(N)CC1.C(=O)(O)[O-].[Na+]. The catalyst is CN(C)C=O.C(OCC)(=O)C. The product is [Cl:30][C:3]1[CH:4]=[C:5]([O:6][C:7]2[C:16]3[C:11](=[CH:12][C:13]([O:19][CH2:20][CH:21]4[CH2:26][CH2:25][CH2:24][N:23]([CH3:27])[CH2:22]4)=[C:14]([C:17]#[N:18])[CH:15]=3)[N:10]=[CH:9][CH:8]=2)[CH:28]=[CH:29][C:2]=1[NH:1][C:36]([NH:31][CH:32]1[CH2:34][CH2:33]1)=[O:39]. The yield is 0.675. (2) The reactants are FC(F)(F)C(O)=O.[Br:8][C:9]1[CH:10]=[C:11]([C:14]2([C:34]#[N:35])[CH:18]([CH2:19][C:20]([CH3:23])([CH3:22])[CH3:21])[NH:17][CH:16]([C:24](O)=[O:25])[CH:15]2[C:27]2[CH:32]=[CH:31][CH:30]=[C:29]([Cl:33])[CH:28]=2)[S:12][CH:13]=1.[CH3:36][C:37]1([CH3:45])[O:41][C@@H:40]([CH2:42][CH2:43][NH2:44])[CH2:39][O:38]1.F[P-](F)(F)(F)(F)F.N1(OC(N(C)C)=[N+](C)C)C2N=CC=CC=2N=N1.CCN(C(C)C)C(C)C. The catalyst is ClCCl. The product is [CH3:36][C:37]1([CH3:45])[O:41][C@@H:40]([CH2:42][CH2:43][NH:44][C:24]([CH:16]2[CH:15]([C:27]3[CH:32]=[CH:31][CH:30]=[C:29]([Cl:33])[CH:28]=3)[C:14]([C:11]3[S:12][CH:13]=[C:9]([Br:8])[CH:10]=3)([C:34]#[N:35])[CH:18]([CH2:19][C:20]([CH3:23])([CH3:22])[CH3:21])[NH:17]2)=[O:25])[CH2:39][O:38]1. The yield is 0.840. (3) The reactants are Cl[C:2]1[CH:7]=[C:6]([Cl:8])[N:5]=[C:4]([S:9][CH3:10])[N:3]=1.C(NC(C)C)(C)C.[NH2:18][C:19]1[CH:23]=[C:22]([CH3:24])[NH:21][N:20]=1.O. The catalyst is CN(C=O)C. The product is [Cl:8][C:6]1[N:5]=[C:4]([S:9][CH3:10])[N:3]=[C:2]([NH:18][C:19]2[NH:20][N:21]=[C:22]([CH3:24])[CH:23]=2)[CH:7]=1. The yield is 0.660. (4) The reactants are [CH3:1][N:2]([CH2:4][C:5]1[CH:10]=[CH:9][C:8]([CH:11]2[CH:20]([C:21]3[N:25]([CH3:26])[N:24]=[CH:23][N:22]=3)[C:19](=O)[C:18]3[C:17]([C:28]([O:30]CC)=O)=[CH:16][CH:15]=[CH:14][C:13]=3[NH:12]2)=[CH:7][CH:6]=1)[CH3:3].O.[NH2:34][NH2:35]. The catalyst is CO. The product is [CH3:1][N:2]([CH2:4][C:5]1[CH:6]=[CH:7][C:8]([CH:11]2[NH:12][C:13]3[C:18]4[C:19](=[N:34][NH:35][C:28](=[O:30])[C:17]=4[CH:16]=[CH:15][CH:14]=3)[CH:20]2[C:21]2[N:25]([CH3:26])[N:24]=[CH:23][N:22]=2)=[CH:9][CH:10]=1)[CH3:3]. The yield is 0.480. (5) The reactants are [Cl:1][C:2]1[N:7]=[N:6][C:5]([O:8][C:9]2[C:14]([CH3:15])=[CH:13][CH:12]=[CH:11][C:10]=2[CH:16]2[CH2:18][CH2:17]2)=[C:4]([OH:19])[CH:3]=1.[N:20]1[CH:25]=[CH:24][CH:23]=[CH:22][CH:21]=1.C(Cl)(Cl)=[O:27].C1(C)C=CC=CC=1.N1CCCC1. The catalyst is O.C1(C)C=CC=CC=1. The product is [N:20]1([C:21]([O:19][C:4]2[CH:3]=[C:2]([Cl:1])[N:7]=[N:6][C:5]=2[O:8][C:9]2[C:14]([CH3:15])=[CH:13][CH:12]=[CH:11][C:10]=2[CH:16]2[CH2:18][CH2:17]2)=[O:27])[CH2:22][CH2:23][CH2:24][CH2:25]1. The yield is 0.707.